Task: Predict the reactants needed to synthesize the given product.. Dataset: Full USPTO retrosynthesis dataset with 1.9M reactions from patents (1976-2016) (1) Given the product [NH2:1][C:2]1[CH:19]=[CH:18][CH:17]=[CH:16][C:3]=1[O:4][C:5]1[CH:6]=[C:7]([C:8]([NH2:21])=[O:15])[C:11](=[CH:12][CH:13]=1)[C:10]([NH2:9])=[O:14], predict the reactants needed to synthesize it. The reactants are: [NH2:1][C:2]1[CH:19]=[CH:18][CH:17]=[CH:16][C:3]=1[O:4][C:5]1[CH:6]=[C:7]2[C:11](=[CH:12][CH:13]=1)[C:10](=[O:14])[NH:9][C:8]2=[O:15].[OH-].[NH4+:21]. (2) Given the product [N:5]1[C:4]2[NH:8][CH:9]=[CH:10][C:3]=2[CH:2]=[CH:7][N:6]=1, predict the reactants needed to synthesize it. The reactants are: Cl[C:2]1[C:3]2[CH:10]=[CH:9][N:8](COCC[Si](C)(C)C)[C:4]=2[N:5]=[N:6][CH:7]=1.C(OC(N1C=C(B2OC(C)(C)C(C)(C)O2)C=N1)C)C.O.C([O-])([O-])=O.[K+].[K+]. (3) Given the product [CH3:1][N:2]1[C:10]2[S:9][CH:8]=[C:7]([CH2:38][C:39]([NH:31][C:28]3[S:29][CH:30]=[C:26]([C:18]4[CH:19]=[C:20]([C:22]([F:25])([F:23])[F:24])[CH:21]=[C:16]([F:15])[CH:17]=4)[N:27]=3)=[O:53])[C:6]=2[C:5](=[O:12])[N:4]([CH3:13])[C:3]1=[O:14], predict the reactants needed to synthesize it. The reactants are: [CH3:1][N:2]1[C:7]2=[CH:8][S:9][C:10](C)=[C:6]2[C:5](=[O:12])[N:4]([CH3:13])[C:3]1=[O:14].[F:15][C:16]1[CH:17]=[C:18]([C:26]2[N:27]=[C:28]([NH2:31])[S:29][CH:30]=2)[CH:19]=[C:20]([C:22]([F:25])([F:24])[F:23])[CH:21]=1.CCN=C=NC[CH2:38][CH2:39]N(C)C.Cl.C1C=CC2N([OH:53])N=NC=2C=1. (4) Given the product [ClH:10].[Br:1][C:2]1[CH:9]=[CH:8][C:5]([CH2:6][NH2:7])=[C:4]([Cl:11])[CH:3]=1, predict the reactants needed to synthesize it. The reactants are: [Br:1][C:2]1([Cl:10])[CH:9]=[CH:8][C:5]([C:6]#[N:7])=[CH:4][CH2:3]1.[ClH:11].[OH-].[Na+]. (5) Given the product [CH3:1][O:2][O:3][P:4]([O:33][CH2:34][CH2:35][CH2:36][O:37][C:38]([N:40]1[C:48]2[C:43](=[CH:44][CH:45]=[CH:46][CH:47]=2)/[C:42](=[CH:49]/[C:50]2[NH:51][C:52]([CH3:56])=[CH:53][C:54]=2[CH3:55])/[C:41]1=[O:57])=[O:39])([O:6][O:7][CH3:8])=[O:5], predict the reactants needed to synthesize it. The reactants are: [CH3:1][O:2][O:3][P:4](OCCOC(N1C2C(=CC=CC=2)/C(=C/C2NC(C)=CC=2C)/C1=O)=O)([O:6][O:7][CH3:8])=[O:5].[OH:33][CH2:34][CH2:35][CH2:36][O:37][C:38]([N:40]1[C:48]2[C:43](=[CH:44][CH:45]=[CH:46][CH:47]=2)/[C:42](=[CH:49]/[C:50]2[NH:51][C:52]([CH3:56])=[CH:53][C:54]=2[CH3:55])/[C:41]1=[O:57])=[O:39]. (6) Given the product [Cl:20][C:5]1[CH:6]=[CH:7][CH:2]=[CH:3][C:4]=1[CH:8]1[CH2:17][C:16](=[O:18])[C:15]2[C:10](=[CH:11][CH:12]=[C:13]([OH:19])[CH:14]=2)[O:9]1, predict the reactants needed to synthesize it. The reactants are: F[C:2]1[CH:3]=[C:4]([CH:8]2[CH2:17][C:16](=[O:18])[C:15]3[C:10](=[CH:11][CH:12]=[C:13]([OH:19])[CH:14]=3)[O:9]2)[CH:5]=[CH:6][CH:7]=1.[Cl:20]C1C=CC=CC=1C=O. (7) The reactants are: C(NC(C)C)(C)C.C([Li])CCC.CCCCCC.[C:19]([OH:24])(=[O:23])[CH:20]([CH3:22])[CH3:21].C([O:29][C:30]([C:32]1[S:33][C:34]([CH2:37]Cl)=[CH:35][CH:36]=1)=[O:31])(C)(C)C.Cl. Given the product [C:30]([C:32]1[S:33][C:34]([CH2:37][C:20]([CH3:22])([CH3:21])[C:19]([OH:24])=[O:23])=[CH:35][CH:36]=1)([OH:29])=[O:31], predict the reactants needed to synthesize it.